From a dataset of TCR-epitope binding with 47,182 pairs between 192 epitopes and 23,139 TCRs. Binary Classification. Given a T-cell receptor sequence (or CDR3 region) and an epitope sequence, predict whether binding occurs between them. (1) The epitope is HTTDPSFLGRY. The TCR CDR3 sequence is CASSSGRDRDYNEQFF. Result: 0 (the TCR does not bind to the epitope). (2) The TCR CDR3 sequence is CSVEGLRENPISYNEQFF. Result: 0 (the TCR does not bind to the epitope). The epitope is SFHSLHLLF. (3) The epitope is EIYKRWII. The TCR CDR3 sequence is CASSLDLNRERTGELFF. Result: 1 (the TCR binds to the epitope). (4) The epitope is PROT_97E67BCC. The TCR CDR3 sequence is CASSLAGGAGELFF. Result: 0 (the TCR does not bind to the epitope).